Dataset: Forward reaction prediction with 1.9M reactions from USPTO patents (1976-2016). Task: Predict the product of the given reaction. (1) Given the reactants [C:1]([OH:8])(=[O:7])/[CH:2]=[CH:3]/[C:4]([OH:6])=[O:5].[OH:9][C@@H:10]([C:20]1[CH:21]=[C:22]([OH:27])[CH:23]=[C:24]([OH:26])[CH:25]=1)[CH2:11][NH:12][C@H:13]([CH3:19])[CH2:14][CH2:15][CH2:16][CH2:17][CH3:18].C(N)[C:29]1[CH:34]=[CH:33][CH:32]=[CH:31][CH:30]=1, predict the reaction product. The product is: [C:1]([OH:8])(=[O:7])/[CH:2]=[CH:3]/[C:4]([OH:6])=[O:5].[OH:9][C@@H:10]([C:20]1[CH:25]=[C:24]([OH:26])[CH:23]=[C:22]([OH:27])[CH:21]=1)[CH2:11][NH:12][C@H:13]([CH3:19])[CH2:14][C:15]1[C:34]2[C:29](=[CH:30][CH:31]=[CH:32][CH:33]=2)[CH:18]=[CH:17][CH:16]=1. (2) The product is: [C:1]([C:3]1[S:7]/[C:6](=[N:8]\[C:9]([C:11]23[CH2:20][CH:15]4[CH2:16][CH:17]([CH2:19][CH:13]([CH2:14]4)[CH2:12]2)[CH2:18]3)=[O:10])/[N:5]([CH2:30][CH2:29][O:28][CH3:27])[CH:4]=1)#[N:2]. Given the reactants [C:1]([C:3]1[S:7][C:6]([NH:8][C:9]([C:11]23[CH2:20][CH:15]4[CH2:16][CH:17]([CH2:19][CH:13]([CH2:14]4)[CH2:12]2)[CH2:18]3)=[O:10])=[N:5][CH:4]=1)#[N:2].CC(C)([O-])C.[K+].[CH3:27][O:28][CH2:29][CH2:30]Br, predict the reaction product.